Predict the product of the given reaction. From a dataset of Forward reaction prediction with 1.9M reactions from USPTO patents (1976-2016). (1) Given the reactants [F:1][C:2]([F:13])([F:12])[C:3]1[CH:11]=[CH:10][C:6]([C:7]([OH:9])=O)=[CH:5][CH:4]=1.C[O:15][C:16](=[O:35])[CH2:17][CH2:18][C:19]1[CH:24]=[CH:23][C:22]([O:25][C:26]2[CH:31]=[CH:30][CH:29]=[C:28]([CH2:32][NH2:33])[CH:27]=2)=[CH:21][C:20]=1[CH3:34], predict the reaction product. The product is: [CH3:34][C:20]1[CH:21]=[C:22]([O:25][C:26]2[CH:31]=[CH:30][CH:29]=[C:28]([CH2:32][NH:33][C:7](=[O:9])[C:6]3[CH:5]=[CH:4][C:3]([C:2]([F:1])([F:13])[F:12])=[CH:11][CH:10]=3)[CH:27]=2)[CH:23]=[CH:24][C:19]=1[CH2:18][CH2:17][C:16]([OH:35])=[O:15]. (2) Given the reactants [O:1]=[C:2]([CH2:4][N:5]([C:7](=[NH:9])[NH2:8])[CH3:6])[OH:3].[Mg].[NH2:11][C@H:12](C(O)=O)CC(C)C.C([C@@](CC(=O)[O-])(C[N+](C)(C)C)O)(=O)CC.CC1C(=O)C(OC)=C(OC)C(=O)C=1.C(N)CS(O)(=O)=O.N[C@H](C(O)=O)CCC(=O)N.N[C@H](C(O)=O)CC1C=CC(O)=CC=1.C1N=C(N)C2N=CN([C@@H]3O[C@H](COP(OP(OP([O-])(O)=O)([O-])=O)(O)=O)[C@@H](O)[C@H]3O)C=2N=1.[Na+].[Na+].C(O)[C@H]1O[C@H](O[C@H]2O[C@H](CO)[C@@H](O)[C@H](O)[C@H]2O)[C@H](O)[C@@H](O)[C@@H]1O.O=C[C@@H]([C@H]([C@@H]([C@@H](CO)O)O)O)O.P([O-])([O-])([O-])=O.[Ca+2].P([O-])([O-])([O-])=O.[Ca+2].[Ca+2].C([O-])(=O)CC(CC([O-])=O)(C([O-])=O)O.[Ca+2].C([O-])(=O)CC(CC([O-])=O)(C([O-])=O)O.[Ca+2].[Ca+2].C(=O)(O)[O-].C1N=CNC=1C[C@H](NC(CCN)=O)C(O)=O, predict the reaction product. The product is: [NH2:11][CH2:12][CH2:4][C:2]([OH:3])=[O:1].[O:1]=[C:2]([CH2:4][N:5]([C:7](=[NH:8])[NH2:9])[CH3:6])[OH:3]. (3) Given the reactants Cl.[F:2][C:3]1[C:8]([F:9])=[CH:7][C:6]([C:10]2[CH:15]=[CH:14][C:13]([O:16][CH2:17][C:18]3[CH:19]=[C:20]([CH:23]=[CH:24][CH:25]=3)[CH2:21][NH2:22])=[CH:12][CH:11]=2)=[C:5]([O:26][CH3:27])[CH:4]=1.[C:28]([O:32][C:33](=[O:36])[CH2:34]Br)([CH3:31])([CH3:30])[CH3:29].C(N(CC)CC)C, predict the reaction product. The product is: [C:28]([O:32][C:33](=[O:36])[CH2:34][NH:22][CH2:21][C:20]1[CH:23]=[CH:24][CH:25]=[C:18]([CH2:17][O:16][C:13]2[CH:12]=[CH:11][C:10]([C:6]3[CH:7]=[C:8]([F:9])[C:3]([F:2])=[CH:4][C:5]=3[O:26][CH3:27])=[CH:15][CH:14]=2)[CH:19]=1)([CH3:31])([CH3:30])[CH3:29]. (4) Given the reactants [Br:1][C:2]1[CH:3]=[C:4]2[C:23](=[CH:24][CH:25]=1)[C:7]1=[CH:8][C:9]3[C:10](=O)[C:11]4[CH:12]=[C:13]([Br:21])[CH:14]=[CH:15][C:16]=4[C:17](=O)[C:18]=3[CH:19]=[C:6]1[C:5]2([CH3:27])[CH3:26].I.O.II, predict the reaction product. The product is: [Br:1][C:2]1[CH:3]=[C:4]2[C:23](=[CH:24][CH:25]=1)[C:7]1=[CH:8][C:9]3[CH:10]=[C:11]4[C:16](=[CH:17][C:18]=3[CH:19]=[C:6]1[C:5]2([CH3:27])[CH3:26])[CH:15]=[CH:14][C:13]([Br:21])=[CH:12]4. (5) Given the reactants Cl[C:2]1[N:7]=[N:6][C:5]([CH2:8][N:9]2[CH:14]=[C:13]3[N:15]=[C:16]([C:18]4[CH:23]=[CH:22][CH:21]=[C:20]([F:24])[C:19]=4[F:25])[N:17]=[C:12]3[CH:11]=[N:10]2)=[CH:4][CH:3]=1.[CH3:26][N:27]1[C:35]2[C:30](=[CH:31][C:32](B(O)O)=[CH:33][CH:34]=2)[CH:29]=[CH:28]1, predict the reaction product. The product is: [F:25][C:19]1[C:20]([F:24])=[CH:21][CH:22]=[CH:23][C:18]=1[C:16]1[N:17]=[C:12]2[CH:11]=[N:10][N:9]([CH2:8][C:5]3[N:6]=[N:7][C:2]([C:32]4[CH:31]=[C:30]5[C:35](=[CH:34][CH:33]=4)[N:27]([CH3:26])[CH:28]=[CH:29]5)=[CH:3][CH:4]=3)[CH:14]=[C:13]2[N:15]=1. (6) Given the reactants [CH3:1][O:2][C:3]1[N:8]=[CH:7][C:6]([C:9](=O)[CH2:10][C:11](=O)[C:12]([O:14][CH3:15])=[O:13])=[CH:5][CH:4]=1.[NH:18]([C:20]1[CH:25]=[CH:24][CH:23]=[CH:22][N:21]=1)[NH2:19], predict the reaction product. The product is: [CH3:1][O:2][C:3]1[N:8]=[CH:7][C:6]([C:9]2[N:18]([C:20]3[CH:25]=[CH:24][CH:23]=[CH:22][N:21]=3)[N:19]=[C:11]([C:12]([O:14][CH3:15])=[O:13])[CH:10]=2)=[CH:5][CH:4]=1. (7) Given the reactants [Cl:1][C:2]1[C:7]([CH2:8][OH:9])=[CH:6][CH:5]=[C:4]([C:10]([F:13])([F:12])[F:11])[N:3]=1.C1C=C[NH+]=CC=1.[O-][Cr](Cl)(=O)=O, predict the reaction product. The product is: [Cl:1][C:2]1[N:3]=[C:4]([C:10]([F:13])([F:11])[F:12])[CH:5]=[CH:6][C:7]=1[CH:8]=[O:9].